From a dataset of Catalyst prediction with 721,799 reactions and 888 catalyst types from USPTO. Predict which catalyst facilitates the given reaction. (1) Reactant: [OH-].[Na+].C([O:5][C:6]([C:8]1[CH:12]=[C:11]([C:13]2[CH:18]=[CH:17][CH:16]=[CH:15][CH:14]=2)[N:10]([C:19]2[CH:24]=[CH:23][C:22]([O:25][CH3:26])=[CH:21][N:20]=2)[N:9]=1)=[O:7])C.Cl. Product: [CH3:26][O:25][C:22]1[CH:23]=[CH:24][C:19]([N:10]2[C:11]([C:13]3[CH:18]=[CH:17][CH:16]=[CH:15][CH:14]=3)=[CH:12][C:8]([C:6]([OH:7])=[O:5])=[N:9]2)=[N:20][CH:21]=1. The catalyst class is: 111. (2) Reactant: [CH2:1]([N:8]1[CH2:20][CH2:19][C:11]2[NH:12][C:13]3[CH:14]=[CH:15][CH:16]=[CH:17][C:18]=3[C:10]=2[CH2:9]1)[C:2]1[CH:7]=[CH:6][CH:5]=[CH:4][CH:3]=1.[H-].[Na+].[CH2:23](I)[CH3:24]. Product: [CH2:1]([N:8]1[CH2:20][CH2:19][C:11]2[N:12]([CH2:23][CH3:24])[C:13]3[CH:14]=[CH:15][CH:16]=[CH:17][C:18]=3[C:10]=2[CH2:9]1)[C:2]1[CH:7]=[CH:6][CH:5]=[CH:4][CH:3]=1. The catalyst class is: 3. (3) Reactant: [H-].[Na+].[OH:3][CH2:4][C:5]1[CH:6]=[CH:7][C:8]([O:13][C:14]2[CH:19]=[CH:18][N:17]=[C:16]([C:20]([F:23])([F:22])[F:21])[CH:15]=2)=[C:9]([CH:12]=1)[C:10]#[N:11].Cl[C:25]1[CH:26]=[C:27]2[N:34]([CH3:35])[CH2:33][CH2:32][N:28]2[C:29](=[O:31])[N:30]=1. Product: [CH3:35][N:34]1[C:27]2[N:28]([C:29](=[O:31])[N:30]=[C:25]([O:3][CH2:4][C:5]3[CH:6]=[CH:7][C:8]([O:13][C:14]4[CH:19]=[CH:18][N:17]=[C:16]([C:20]([F:23])([F:21])[F:22])[CH:15]=4)=[C:9]([CH:12]=3)[C:10]#[N:11])[CH:26]=2)[CH2:32][CH2:33]1. The catalyst class is: 1.